Dataset: Catalyst prediction with 721,799 reactions and 888 catalyst types from USPTO. Task: Predict which catalyst facilitates the given reaction. (1) Reactant: [F:1][C:2]1[CH:3]=[C:4]([N:9]2[C:16](=[S:17])[N:15]([C:18]3[CH:19]=[C:20]([C:26]([F:29])([F:28])[F:27])[C:21]([C:24]#[N:25])=[N:22][CH:23]=3)[C:14](=[O:30])[C:10]32[CH2:13][CH2:12][CH2:11]3)[CH:5]=[CH:6][C:7]=1[OH:8].[CH2:31](O)[C:32]1[CH:37]=[CH:36][CH:35]=[CH:34][CH:33]=1.N(C(OC(C)C)=O)=NC(OC(C)C)=O. Product: [CH2:31]([O:8][C:7]1[CH:6]=[CH:5][C:4]([N:9]2[C:16](=[S:17])[N:15]([C:18]3[CH:19]=[C:20]([C:26]([F:29])([F:27])[F:28])[C:21]([C:24]#[N:25])=[N:22][CH:23]=3)[C:14](=[O:30])[C:10]32[CH2:11][CH2:12][CH2:13]3)=[CH:3][C:2]=1[F:1])[C:32]1[CH:37]=[CH:36][CH:35]=[CH:34][CH:33]=1. The catalyst class is: 1. (2) Reactant: F[C:2]1[CH:3]=[C:4]([CH:7]=[CH:8][C:9]=1[N+:10]([O-:12])=[O:11])[C:5]#[N:6].[C:13]1([NH2:19])[CH:18]=[CH:17][CH:16]=[CH:15][CH:14]=1. Product: [N+:10]([C:9]1[CH:8]=[CH:7][C:4]([C:5]#[N:6])=[CH:3][C:2]=1[NH:19][C:13]1[CH:18]=[CH:17][CH:16]=[CH:15][CH:14]=1)([O-:12])=[O:11]. The catalyst class is: 16.